This data is from Full USPTO retrosynthesis dataset with 1.9M reactions from patents (1976-2016). The task is: Predict the reactants needed to synthesize the given product. (1) Given the product [O:7]=[C:6]([NH2:15])[C@@H:5]([C@H:4]([C@@H:3]([C@@H:2]([CH2:1][OH:12])[OH:8])[OH:11])[OH:10])[OH:9].[NH2:26][CH2:25][CH2:24][C:23]1[CH:27]=[CH:28][C:29]([OH:30])=[C:21]([OH:20])[CH:22]=1, predict the reactants needed to synthesize it. The reactants are: [CH2:1]([OH:12])[C@H:2]1[O:8][C:6](=[O:7])[C@H:5]([OH:9])[C@@H:4]([OH:10])[C@@H:3]1[OH:11].C([N:15](CC)CC)C.[OH:20][C:21]1[CH:22]=[C:23]([CH:27]=[CH:28][C:29]=1[OH:30])[CH2:24][CH2:25][NH2:26]. (2) Given the product [CH3:32][C:13]1[CH:12]=[C:11]([CH3:33])[NH:10][C:9](=[O:8])[C:14]=1[CH2:15][N:16]1[C:22](=[O:23])[C:21]2[C:24]([CH3:31])=[C:25]([O:28][CH2:29][CH3:30])[CH:26]=[CH:27][C:20]=2[O:19][CH2:18][CH2:17]1, predict the reactants needed to synthesize it. The reactants are: C([O:8][C:9]1[C:14]([CH2:15][N:16]2[C:22](=[O:23])[C:21]3[C:24]([CH3:31])=[C:25]([O:28][CH2:29][CH3:30])[CH:26]=[CH:27][C:20]=3[O:19][CH2:18][CH2:17]2)=[C:13]([CH3:32])[CH:12]=[C:11]([CH3:33])[N:10]=1)C1C=CC=CC=1.O1CCOCC1. (3) Given the product [F:16][C:2]([F:1])([F:15])[C:3]([N:5]1[CH2:14][CH2:13][C:12]2[C:7](=[CH:8][C:9]([C:21](=[O:23])[CH3:22])=[CH:10][CH:11]=2)[CH2:6]1)=[O:4], predict the reactants needed to synthesize it. The reactants are: [F:1][C:2]([F:16])([F:15])[C:3]([N:5]1[CH2:14][CH2:13][C:12]2[C:7](=[CH:8][CH:9]=[CH:10][CH:11]=2)[CH2:6]1)=[O:4].[Cl-].[Cl-].[Cl-].[Al+3].[C:21](Cl)(=[O:23])[CH3:22].